This data is from Reaction yield outcomes from USPTO patents with 853,638 reactions. The task is: Predict the reaction yield, written as a fraction of the theoretical maximum amount of product (1.0 means a 100% yield; for example, 0.34 means a 34% yield). (1) The reactants are [NH2:1][CH2:2][CH2:3][NH:4][C@@H:5]([C@@H:13]([CH3:16])[CH2:14][CH3:15])[C:6]([O:8][C:9]([CH3:12])([CH3:11])[CH3:10])=[O:7].[CH:17]([C:20]1[S:21][CH:22]=[C:23]([CH:25]=O)[N:24]=1)([CH3:19])[CH3:18].[BH4-].[Na+].[N+](C1C=C[C:35]([O:38]C(=O)OC2C=CC([N+]([O-])=O)=CC=2)=CC=1)([O-])=O. The catalyst is C1C=CC=CC=1.CO. The product is [CH:17]([C:20]1[S:21][CH:22]=[C:23]([CH2:25][N:1]2[CH2:2][CH2:3][N:4]([C@@H:5]([C@@H:13]([CH3:16])[CH2:14][CH3:15])[C:6]([O:8][C:9]([CH3:10])([CH3:11])[CH3:12])=[O:7])[C:35]2=[O:38])[N:24]=1)([CH3:18])[CH3:19]. The yield is 0.750. (2) The reactants are [Br-].[CH2:2]([P+](C1C=CC=CC=1)(C1C=CC=CC=1)C1C=CC=CC=1)[CH2:3][C:4]1[CH:9]=[CH:8][CH:7]=[CH:6][CH:5]=1.[Li]CCCC.[CH3:34][CH:35]([CH2:38][CH2:39][CH2:40][CH2:41][CH2:42][CH2:43][CH2:44][CH2:45][CH3:46])[CH:36]=O. No catalyst specified. The product is [CH3:36][CH:35]([CH2:38][CH2:39][CH2:40][CH2:41][CH2:42][CH2:43][CH2:44][CH2:45][CH3:46])[CH:34]=[CH:2][CH2:3][C:4]1[CH:5]=[CH:6][CH:7]=[CH:8][CH:9]=1. The yield is 0.610. (3) The reactants are C[O:2][C:3]([C:5]1[CH:6]=[CH:7][C:8]2[O:12][C:11]([C:13]([CH2:24][CH3:25])([C:16]3[CH:21]=[CH:20][C:19]([OH:22])=[C:18]([CH3:23])[CH:17]=3)[CH2:14][CH3:15])=[CH:10][C:9]=2[CH:26]=1)=O.[H-].[H-].[H-].[H-].[Li+].[Al+3]. The catalyst is C1COCC1. The product is [CH2:14]([C:13]([C:16]1[CH:21]=[CH:20][C:19]([OH:22])=[C:18]([CH3:23])[CH:17]=1)([C:11]1[O:12][C:8]2[CH:7]=[CH:6][C:5]([CH2:3][OH:2])=[CH:26][C:9]=2[CH:10]=1)[CH2:24][CH3:25])[CH3:15]. The yield is 1.00. (4) The yield is 0.590. The product is [N:1]1([CH2:7][C:8]2[CH:15]=[CH:14][C:11]([CH:12]=[O:13])=[CH:10][CH:9]=2)[CH:5]=[CH:4][N:3]=[N:2]1. The reactants are [NH:1]1[CH:5]=[CH:4][N:3]=[N:2]1.Br[CH2:7][C:8]1[CH:15]=[CH:14][C:11]([CH:12]=[O:13])=[CH:10][CH:9]=1. No catalyst specified. (5) The reactants are [S:1]1[C:5]([CH2:6][NH:7][C:8]2[CH:13]=[C:12](Cl)[N:11]=[C:10]([CH3:15])[N:9]=2)=[CH:4][C:3]2[CH:16]=[CH:17][CH:18]=[CH:19][C:2]1=2.[C:20]([C:23]([C:26]1[CH:27]=[C:28](B(O)O)[CH:29]=[CH:30][CH:31]=1)([CH3:25])[CH3:24])([OH:22])=[O:21].C([O-])([O-])=O.[Cs+].[Cs+]. The catalyst is COCCOC.O.C1C=CC([P]([Pd]([P](C2C=CC=CC=2)(C2C=CC=CC=2)C2C=CC=CC=2)([P](C2C=CC=CC=2)(C2C=CC=CC=2)C2C=CC=CC=2)[P](C2C=CC=CC=2)(C2C=CC=CC=2)C2C=CC=CC=2)(C2C=CC=CC=2)C2C=CC=CC=2)=CC=1. The product is [S:1]1[C:5]([CH2:6][NH:7][C:8]2[N:9]=[C:10]([CH3:15])[N:11]=[C:12]([C:28]3[CH:27]=[C:26]([C:23]([CH3:25])([CH3:24])[C:20]([OH:22])=[O:21])[CH:31]=[CH:30][CH:29]=3)[CH:13]=2)=[CH:4][C:3]2[CH:16]=[CH:17][CH:18]=[CH:19][C:2]1=2. The yield is 0.147.